Dataset: Reaction yield outcomes from USPTO patents with 853,638 reactions. Task: Predict the reaction yield, written as a fraction of the theoretical maximum amount of product (1.0 means a 100% yield; for example, 0.34 means a 34% yield). (1) The reactants are [H-].[Na+].[CH2:3]([O:5][C:6](=[O:19])[CH2:7][C:8]([C:10]1[CH:15]=[CH:14][C:13]([N+:16]([O-:18])=[O:17])=[CH:12][CH:11]=1)=O)[CH3:4].[C:20]12[C:26](=[CH:27][CH:28]=[CH:29][CH:30]=1)[NH:25]C(=O)O[C:21]2=[O:22]. The catalyst is CC(N(C)C)=O. The product is [CH2:3]([O:5][C:6]([C:7]1[C:21](=[O:22])[C:20]2[C:26](=[CH:27][CH:28]=[CH:29][CH:30]=2)[NH:25][C:8]=1[C:10]1[CH:15]=[CH:14][C:13]([N+:16]([O-:18])=[O:17])=[CH:12][CH:11]=1)=[O:19])[CH3:4]. The yield is 0.280. (2) The reactants are [CH2:1]([NH2:19])[CH2:2][CH2:3][CH2:4][CH2:5][CH2:6][CH2:7][CH2:8]/[CH:9]=[CH:10]\[CH2:11][CH2:12][CH2:13][CH2:14][CH2:15][CH2:16][CH2:17][CH3:18].[C:20]([OH:24])(=[O:23])[CH:21]=[CH2:22]. No catalyst specified. The product is [CH2:1]([NH:19][CH2:22][CH2:21][C:20]([OH:24])=[O:23])[CH2:2][CH2:3][CH2:4][CH2:5][CH2:6][CH2:7][CH2:8][CH:9]=[CH:10][CH2:11][CH2:12][CH2:13][CH2:14][CH2:15][CH2:16][CH2:17][CH3:18]. The yield is 0.920. (3) The reactants are [CH3:1][O:2][C:3]1[CH:4]=[CH:5][CH:6]=[C:7]2[C:11]=1[CH:10]([N:12]1[C:17]3[N:18]=[C:19]([S:22][CH3:23])[N:20]=[CH:21][C:16]=3[CH:15]=[CH:14][C:13]1=[O:24])[CH2:9][CH2:8]2.ClC1C=CC=C(C(OO)=[O:33])C=1. The catalyst is ClCCl. The product is [CH3:1][O:2][C:3]1[CH:4]=[CH:5][CH:6]=[C:7]2[C:11]=1[CH:10]([N:12]1[C:17]3[N:18]=[C:19]([S:22]([CH3:23])=[O:33])[N:20]=[CH:21][C:16]=3[CH:15]=[CH:14][C:13]1=[O:24])[CH2:9][CH2:8]2. The yield is 0.870. (4) The reactants are [Cl:1][C:2]1[CH:12]=[CH:11][C:5]([O:6][CH2:7][C:8](O)=[O:9])=[CH:4][CH:3]=1.C(Cl)(=O)C([Cl:16])=O.CN(C=O)C. The catalyst is C(Cl)Cl. The product is [Cl:1][C:2]1[CH:12]=[CH:11][C:5]([O:6][CH2:7][C:8]([Cl:16])=[O:9])=[CH:4][CH:3]=1. The yield is 1.00. (5) The reactants are [Cl-].O[NH3+:3].[C:4](=[O:7])([O-])[OH:5].[Na+].CS(C)=O.[CH2:13]([C:15]([OH:54])([CH2:52][CH3:53])[CH2:16][O:17][C@H:18]1[CH2:23][CH2:22][C@H:21]([N:24]2[C:29](=[O:30])[C:28]([CH2:31][C:32]3[CH:37]=[CH:36][C:35]([C:38]4[C:39]([C:44]#[N:45])=[CH:40][CH:41]=[CH:42][CH:43]=4)=[CH:34][CH:33]=3)=[C:27]([CH2:46][CH2:47][CH3:48])[N:26]3[N:49]=[CH:50][N:51]=[C:25]23)[CH2:20][CH2:19]1)[CH3:14]. The catalyst is C(OCC)(=O)C. The product is [CH2:13]([C:15]([OH:54])([CH2:52][CH3:53])[CH2:16][O:17][C@H:18]1[CH2:23][CH2:22][C@H:21]([N:24]2[C:29](=[O:30])[C:28]([CH2:31][C:32]3[CH:33]=[CH:34][C:35]([C:38]4[CH:43]=[CH:42][CH:41]=[CH:40][C:39]=4[C:44]4[NH:3][C:4](=[O:7])[O:5][N:45]=4)=[CH:36][CH:37]=3)=[C:27]([CH2:46][CH2:47][CH3:48])[N:26]3[N:49]=[CH:50][N:51]=[C:25]23)[CH2:20][CH2:19]1)[CH3:14]. The yield is 0.650. (6) The reactants are [CH3:1][N:2]([C:4]1[CH:9]=[CH:8][C:7](Br)=[CH:6][N:5]=1)[CH3:3].[CH3:11][N:12]([C:14]1[CH:19]=[CH:18][C:17]([NH2:20])=[CH:16][N:15]=1)[CH3:13]. No catalyst specified. The product is [CH3:1][N:2]([CH3:3])[C:4]1[N:5]=[CH:6][C:7]([NH:20][C:17]2[CH:18]=[CH:19][C:14]([N:12]([CH3:13])[CH3:11])=[N:15][CH:16]=2)=[CH:8][CH:9]=1. The yield is 0.720. (7) The reactants are [C:1]1([C@H:7](O)[CH3:8])[CH:6]=[CH:5][CH:4]=[CH:3][CH:2]=1.O=S(Cl)[Cl:12]. The yield is 0.660. The product is [Cl:12][C@H:7]([C:1]1[CH:6]=[CH:5][CH:4]=[CH:3][CH:2]=1)[CH3:8]. The catalyst is C(Cl)Cl. (8) The reactants are FC(F)(F)[C:3](O)=[O:4].[CH2:8]1N2CN3CN(C2)CN1C3.[CH3:18][C:19]1[CH:24]=[C:23](O)[CH:22]=[CH:21][C:20]=1[C:26]12[CH2:35][CH:30]3[CH2:31][CH:32]([CH2:34][C:28]([C:36]4[CH:41]=[CH:40][C:39]([OH:42])=[CH:38][C:37]=4[CH3:43])([CH2:29]3)[CH2:27]1)[CH2:33]2.[OH-:44].[Na+].[OH2:46]. The catalyst is C(OCC)(=O)C. The product is [CH:18]([C:19]1[CH:24]=[C:23]([OH:46])[CH:22]=[C:21]([CH3:8])[C:20]=1[C:26]12[CH2:35][CH:30]3[CH2:31][CH:32]([CH2:34][C:28]([C:36]4[C:37]([CH3:43])=[CH:38][C:39]([OH:42])=[CH:40][C:41]=4[CH:3]=[O:4])([CH2:29]3)[CH2:27]1)[CH2:33]2)=[O:44]. The yield is 0.563. (9) The reactants are [CH2:1]([N:8]1[CH2:15][CH:14]2[O:16][CH:10]([CH2:11][NH:12][CH2:13]2)[CH2:9]1)[C:2]1[CH:7]=[CH:6][CH:5]=[CH:4][CH:3]=1.[C:17]([C:19]1[CH:44]=[CH:43][C:22]([O:23][CH2:24][CH2:25][N:26]([CH2:30][CH2:31]OS(C2C=CC(C)=CC=2)(=O)=O)[C:27]([NH2:29])=[O:28])=[CH:21][CH:20]=1)#[N:18].C(Cl)Cl. The catalyst is C(#N)C. The product is [CH2:1]([N:8]1[CH2:15][CH:14]2[O:16][CH:10]([CH2:11][N:12]([CH2:31][CH2:30][N:26]([CH2:25][CH2:24][O:23][C:22]3[CH:21]=[CH:20][C:19]([C:17]#[N:18])=[CH:44][CH:43]=3)[C:27]([NH2:29])=[O:28])[CH2:13]2)[CH2:9]1)[C:2]1[CH:3]=[CH:4][CH:5]=[CH:6][CH:7]=1. The yield is 0.519.